Dataset: Full USPTO retrosynthesis dataset with 1.9M reactions from patents (1976-2016). Task: Predict the reactants needed to synthesize the given product. (1) Given the product [CH3:1][O:2][C:3](=[O:26])[C:4]1[CH:14]=[C:13]([N:15]([C:16]([O:18][CH2:19][C:20]2[CH:25]=[CH:24][CH:23]=[CH:22][CH:21]=2)=[O:17])[CH2:34][CH2:33][CH2:32][CH:31]=[CH2:30])[CH:12]=[C:6]([C:7]([N:9]([CH3:11])[CH3:10])=[O:8])[CH:5]=1, predict the reactants needed to synthesize it. The reactants are: [CH3:1][O:2][C:3](=[O:26])[C:4]1[CH:14]=[C:13]([NH:15][C:16]([O:18][CH2:19][C:20]2[CH:25]=[CH:24][CH:23]=[CH:22][CH:21]=2)=[O:17])[CH:12]=[C:6]([C:7]([N:9]([CH3:11])[CH3:10])=[O:8])[CH:5]=1.[H-].[Na+].Br[CH2:30][CH2:31][CH2:32][CH:33]=[CH2:34].[Cl-].[NH4+]. (2) Given the product [CH2:13]([C:2]1[CH:3]=[C:4]2[C:8](=[CH:9][CH:10]=1)[C:7](=[O:11])[O:6][CH2:5]2)[C:14]1[CH:19]=[CH:18][CH:17]=[CH:16][CH:15]=1, predict the reactants needed to synthesize it. The reactants are: Br[C:2]1[CH:3]=[C:4]2[C:8](=[CH:9][CH:10]=1)[C:7](=[O:11])[O:6][CH2:5]2.[Br-].[CH2:13]([Zn+])[C:14]1[CH:19]=[CH:18][CH:17]=[CH:16][CH:15]=1.C(Cl)Cl. (3) Given the product [Br:13][C:4]1[C:3]([OH:14])=[CH:2][C:11]2[C:6]([CH:5]=1)=[CH:7][CH:8]=[C:9]([OH:12])[CH:10]=2, predict the reactants needed to synthesize it. The reactants are: Br[C:2]1[C:11]2[C:6](=[CH:7][CH:8]=[C:9]([OH:12])[CH:10]=2)[CH:5]=[C:4]([Br:13])[C:3]=1[OH:14].[Sn].O. (4) Given the product [CH2:1]([O:3][C:4]1[CH:12]=[CH:11][C:7]([C:8]2[O:10][CH:25]=[CH:26][N:22]=2)=[CH:6][C:5]=1[N+:13]([O-:15])=[O:14])[CH3:2], predict the reactants needed to synthesize it. The reactants are: [CH2:1]([O:3][C:4]1[CH:12]=[CH:11][C:7]([C:8]([OH:10])=O)=[CH:6][C:5]=1[N+:13]([O-:15])=[O:14])[CH3:2].S(Cl)(Cl)=O.[H-].[Na+].[NH:22]1[CH:26]=[CH:25]N=N1.N1C=CC=NN=1. (5) Given the product [Cl:1][C:2]1[CH:3]=[C:4]([CH:8]=[CH:9][C:10]=1[OH:11])[C:5]([O:7][CH3:17])=[O:6], predict the reactants needed to synthesize it. The reactants are: [Cl:1][C:2]1[CH:3]=[C:4]([CH:8]=[CH:9][C:10]=1[OH:11])[C:5]([OH:7])=[O:6].S(=O)(=O)(O)O.[CH3:17]O. (6) Given the product [CH3:1][NH:2][C:3]([C:5]1[N:6]([CH3:31])[C:7]([CH:20]([S:22]([C:25]2[CH:30]=[CH:29][CH:28]=[CH:27][CH:26]=2)(=[O:23])=[O:24])[NH2:21])=[CH:8][C:9](=[O:19])[C:10]=1[OH:11])=[O:4], predict the reactants needed to synthesize it. The reactants are: [CH3:1][NH:2][C:3]([C:5]1[N:6]([CH3:31])[C:7]([CH:20]([S:22]([C:25]2[CH:30]=[CH:29][CH:28]=[CH:27][CH:26]=2)(=[O:24])=[O:23])[NH2:21])=[CH:8][C:9](=[O:19])[C:10]=1[O:11]CC1C=CC=CC=1)=[O:4].C1(S(C(N)C2N(C)C(C(O)=O)=C(O)C(=O)C=2)(=O)=O)C=CC=CC=1. (7) Given the product [ClH:1].[CH2:6]([C:5]1[N:10]=[C:13]([NH2:14])[NH:12][CH:4]=1)[CH2:7][C:8]#[CH:9], predict the reactants needed to synthesize it. The reactants are: [ClH:1].CO[C:4](=O)[CH:5]([NH2:10])[CH2:6][CH2:7][C:8]#[CH:9].[N:12]#[C:13][NH2:14]. (8) Given the product [N:4]1[CH:5]=[CH:6][CH:7]=[C:2]([CH:24]([C:22]2[N:21]=[CH:20][N:19]([CH2:18][O:17][CH2:16][CH2:15][Si:14]([CH3:27])([CH3:26])[CH3:13])[CH:23]=2)[OH:25])[CH:3]=1, predict the reactants needed to synthesize it. The reactants are: Br[C:2]1[CH:3]=[N:4][CH:5]=[CH:6][CH:7]=1.[Li]CCCC.[CH3:13][Si:14]([CH3:27])([CH3:26])[CH2:15][CH2:16][O:17][CH2:18][N:19]1[CH:23]=[C:22]([CH:24]=[O:25])[N:21]=[CH:20]1.C(OCC)(=O)C.